From a dataset of Forward reaction prediction with 1.9M reactions from USPTO patents (1976-2016). Predict the product of the given reaction. (1) Given the reactants [CH3:1][O:2][C@H:3]1[C@@H:7]2[O:8][C:9]([CH3:12])([CH3:11])[O:10][C@@H:6]2[C@@H:5]([C:13]([NH:15][NH2:16])=[O:14])[O:4]1.[CH2:17]([N:24]=[C:25]=[S:26])[C:18]1[CH:23]=[CH:22][CH:21]=[CH:20][CH:19]=1, predict the reaction product. The product is: [CH3:1][O:2][C@H:3]1[C@@H:7]2[O:8][C:9]([CH3:12])([CH3:11])[O:10][C@@H:6]2[C@@H:5]([C:13]([NH:15][NH:16][C:25](=[S:26])[NH:24][CH2:17][C:18]2[CH:23]=[CH:22][CH:21]=[CH:20][CH:19]=2)=[O:14])[O:4]1. (2) Given the reactants [Cl:1][C:2]1[CH:10]=[CH:9][CH:8]=[C:7]2[C:3]=1[CH:4]=[C:5]([C:18](=O)[CH3:19])[N:6]2[C:11]1[CH:16]=[CH:15][CH:14]=[C:13]([F:17])[CH:12]=1.C([O-])(=O)C.[NH4+].C([BH3-])#[N:27].[Na+], predict the reaction product. The product is: [Cl:1][C:2]1[CH:10]=[CH:9][CH:8]=[C:7]2[C:3]=1[CH:4]=[C:5]([CH:18]([NH2:27])[CH3:19])[N:6]2[C:11]1[CH:16]=[CH:15][CH:14]=[C:13]([F:17])[CH:12]=1. (3) Given the reactants C(OC([N:8]([CH2:32][C@@H:33]([C:35]1[CH:40]=[CH:39][CH:38]=[C:37]([Cl:41])[CH:36]=1)[OH:34])[CH2:9][CH2:10][C:11]1[CH:31]=[CH:30][C:14]([O:15][CH2:16][C:17]2[CH:18]=[C:19]([CH:27]=[CH:28][CH:29]=2)[O:20][CH2:21][C:22]([O:24][CH2:25][CH3:26])=[O:23])=[CH:13][CH:12]=1)=O)(C)(C)C.Cl, predict the reaction product. The product is: [Cl:41][C:37]1[CH:36]=[C:35]([C@@H:33]([OH:34])[CH2:32][NH:8][CH2:9][CH2:10][C:11]2[CH:12]=[CH:13][C:14]([O:15][CH2:16][C:17]3[CH:18]=[C:19]([CH:27]=[CH:28][CH:29]=3)[O:20][CH2:21][C:22]([O:24][CH2:25][CH3:26])=[O:23])=[CH:30][CH:31]=2)[CH:40]=[CH:39][CH:38]=1. (4) Given the reactants CO[C:3](=[O:20])[C:4]1[CH:9]=[CH:8][C:7]([O:10][C:11]2[CH:16]=[CH:15][CH:14]=[CH:13][C:12]=2CC)=[CH:6][C:5]=1[Br:19].[CH3:21][CH:22](C[AlH]CC(C)C)C.Cl.CCOCC, predict the reaction product. The product is: [Br:19][C:5]1[CH:6]=[C:7]([O:10][C:11]2[CH:12]=[CH:13][C:14]([CH2:21][CH3:22])=[CH:15][CH:16]=2)[CH:8]=[CH:9][C:4]=1[CH2:3][OH:20].